Task: Predict the product of the given reaction.. Dataset: Forward reaction prediction with 1.9M reactions from USPTO patents (1976-2016) Given the reactants [CH:1](=O)[C:2]1[CH:7]=[CH:6][CH:5]=[CH:4][CH:3]=1.[NH2:9][C:10]1[CH:17]=[CH:16][CH:15]=[CH:14][C:11]=1[C:12]#[N:13].[BH4-].[Na+], predict the reaction product. The product is: [CH2:1]([NH:9][C:10]1[CH:17]=[CH:16][CH:15]=[CH:14][C:11]=1[C:12]#[N:13])[C:2]1[CH:7]=[CH:6][CH:5]=[CH:4][CH:3]=1.